Dataset: Reaction yield outcomes from USPTO patents with 853,638 reactions. Task: Predict the reaction yield, written as a fraction of the theoretical maximum amount of product (1.0 means a 100% yield; for example, 0.34 means a 34% yield). (1) The reactants are Cl.[F:2][C:3]1[CH:8]=[CH:7][C:6]([CH2:9][CH2:10]C(N)=N)=[CH:5][CH:4]=1.O=[C:15]1[N:20]([CH2:21][C:22]([O:24][CH2:25][CH3:26])=[O:23])[C:19]2[CH:27]=[CH:28][CH:29]=[CH:30][C:18]=2[C:17](=[O:31])O1.[N:32]1C=CC=CC=1. No catalyst specified. The product is [F:2][C:3]1[CH:8]=[CH:7][C:6]([CH2:9][CH2:10][C:15]2[N:20]([CH2:21][C:22]([O:24][CH2:25][CH3:26])=[O:23])[C:19]3[C:18]([C:17](=[O:31])[N:32]=2)=[CH:30][CH:29]=[CH:28][CH:27]=3)=[CH:5][CH:4]=1. The yield is 0.360. (2) The product is [Cl:25][C:14]1[C:4]2[C:3]3[C:7](=[CH:8][CH:9]=[CH:10][C:2]=3[Cl:1])[NH:6][C:5]=2[N:11]=[C:12]([NH:16][C:17](=[O:22])[C:18]([CH3:21])([CH3:20])[CH3:19])[N:13]=1. The yield is 0.700. The reactants are [Cl:1][C:2]1[CH:10]=[CH:9][CH:8]=[C:7]2[C:3]=1[C:4]1[C:14](=O)[NH:13][C:12]([NH:16][C:17](=[O:22])[C:18]([CH3:21])([CH3:20])[CH3:19])=[N:11][C:5]=1[NH:6]2.O=P(Cl)(Cl)[Cl:25].C(Cl)(Cl)Cl.CO.CCOCC. The catalyst is C(Cl)(Cl)Cl.CO. (3) The reactants are [OH:1][C:2]1[CH:7]=[CH:6][C:5]([S:8][CH2:9][CH2:10][CH2:11][C:12]([OH:14])=O)=[CH:4][CH:3]=1.[CH3:15][NH:16][CH2:17][C:18]1[CH:23]=[CH:22][CH:21]=[CH:20][C:19]=1[N:24]1[CH2:29][CH2:28][O:27][CH2:26][CH2:25]1. No catalyst specified. The product is [OH:1][C:2]1[CH:3]=[CH:4][C:5]([S:8][CH2:9][CH2:10][CH2:11][C:12]([N:16]([CH3:15])[CH2:17][C:18]2[CH:23]=[CH:22][CH:21]=[CH:20][C:19]=2[N:24]2[CH2:29][CH2:28][O:27][CH2:26][CH2:25]2)=[O:14])=[CH:6][CH:7]=1. The yield is 0.500. (4) The reactants are [C:1]([O:9][CH3:10])(=[O:8])[C:2]1[CH:7]=[CH:6][CH:5]=[CH:4][CH:3]=1.[NH2:11][CH2:12][CH2:13][CH2:14][CH2:15][CH2:16][CH2:17][CH2:18][CH2:19][CH2:20]CO.C(OC(C)C)(C)C. No catalyst specified. The product is [C:1]([O:9][CH2:10][CH2:20][CH2:19][CH2:18][CH2:17][CH2:16][CH2:15][CH2:14][CH2:13][CH2:12][NH2:11])(=[O:8])[C:2]1[CH:7]=[CH:6][CH:5]=[CH:4][CH:3]=1. The yield is 0.900. (5) The yield is 0.880. The catalyst is CO. The reactants are [CH:1]12[CH2:10][CH:5]3[CH2:6][CH:7]([CH2:9][CH:3]([CH2:4]3)[CH:2]1[NH:11][C:12](=[O:19])[C@H:13]1[CH2:17][C@@H:16]([OH:18])[CH2:15][NH:14]1)[CH2:8]2.C(O)(C(F)(F)F)=O.[C:27]([N:34]1[CH2:39][CH2:38][CH:37]([CH:40]=O)[CH2:36][CH2:35]1)([O:29][C:30]([CH3:33])([CH3:32])[CH3:31])=[O:28].C([BH3-])#N.[Na+]. The product is [CH:1]12[CH2:10][CH:5]3[CH2:6][CH:7]([CH2:9][CH:3]([CH2:4]3)[CH:2]1[NH:11][C:12]([C@H:13]1[CH2:17][C@@H:16]([OH:18])[CH2:15][N:14]1[CH2:40][CH:37]1[CH2:38][CH2:39][N:34]([C:27]([O:29][C:30]([CH3:31])([CH3:33])[CH3:32])=[O:28])[CH2:35][CH2:36]1)=[O:19])[CH2:8]2. (6) The reactants are C([O:3][C:4]([C:6]1[CH:7]=[C:8]2[C:16](=[CH:17][CH:18]=1)[NH:15][C:14]1[C:13](=[O:19])[NH:12][CH2:11][CH:10]([CH3:20])[C:9]2=1)=[O:5])C.[OH-].[Li+].Cl. The catalyst is O.CO. The product is [CH3:20][CH:10]1[C:9]2[C:8]3[C:16](=[CH:17][CH:18]=[C:6]([C:4]([OH:5])=[O:3])[CH:7]=3)[NH:15][C:14]=2[C:13](=[O:19])[NH:12][CH2:11]1. The yield is 0.980. (7) The reactants are [N+:1]([C:4]1[CH:10]=[CH:9][C:7]([NH2:8])=[CH:6][CH:5]=1)([O-:3])=[O:2].[Br:11]Br. The catalyst is CC(O)=O. The product is [Br:11][C:9]1[CH:10]=[C:4]([N+:1]([O-:3])=[O:2])[CH:5]=[CH:6][C:7]=1[NH2:8]. The yield is 0.800. (8) The reactants are [N:1]1([CH:17]2[CH2:22][CH2:21][NH:20][CH2:19][CH2:18]2)[CH2:6][CH2:5][CH:4]([N:7]2[C@@H:11]3[CH2:12][CH2:13][CH2:14][CH2:15][C@H:10]3[NH:9][C:8]2=[O:16])[CH2:3][CH2:2]1.[C:23](O)(=[O:27])[CH2:24][CH2:25][CH3:26].CN(C(ON1N=NC2C=CC=NC1=2)=[N+](C)C)C.F[P-](F)(F)(F)(F)F.C(N(C(C)C)CC)(C)C. The catalyst is CN(C=O)C. The product is [CH2:24]([C:23]([N:20]1[CH2:21][CH2:22][CH:17]([N:1]2[CH2:2][CH2:3][CH:4]([N:7]3[C@@H:11]4[CH2:12][CH2:13][CH2:14][CH2:15][C@H:10]4[NH:9][C:8]3=[O:16])[CH2:5][CH2:6]2)[CH2:18][CH2:19]1)=[O:27])[CH2:25][CH3:26]. The yield is 0.560.